From a dataset of Reaction yield outcomes from USPTO patents with 853,638 reactions. Predict the reaction yield, written as a fraction of the theoretical maximum amount of product (1.0 means a 100% yield; for example, 0.34 means a 34% yield). (1) The reactants are [CH3:1][C:2]1[C:6]([CH2:7][O:8][C:9]2[CH:14]=[CH:13][C:12]([CH2:15][C:16]([OH:18])=O)=[CH:11][C:10]=2[C:19]([O:21][CH3:22])=[O:20])=[C:5]([CH3:23])[O:4][N:3]=1.[CH3:24][C:25]1[CH:30]=[C:29]([CH3:31])[CH:28]=[CH:27][C:26]=1[CH:32]([C:34]1[CH:39]=[CH:38][CH:37]=[CH:36][CH:35]=1)[NH2:33]. No catalyst specified. The product is [CH3:1][C:2]1[C:6]([CH2:7][O:8][C:9]2[CH:14]=[CH:13][C:12]([CH2:15][C:16]([NH:33][CH:32]([C:26]3[CH:27]=[CH:28][C:29]([CH3:31])=[CH:30][C:25]=3[CH3:24])[C:34]3[CH:35]=[CH:36][CH:37]=[CH:38][CH:39]=3)=[O:18])=[CH:11][C:10]=2[C:19]([O:21][CH3:22])=[O:20])=[C:5]([CH3:23])[O:4][N:3]=1. The yield is 0.407. (2) The reactants are [Br:1][C:2]1[CH:7]=[CH:6][C:5]([NH:8][C:9]([NH:11][CH:12]2[CH2:14][CH2:13]2)=[O:10])=[CH:4][CH:3]=1.C(OC(=O)C)(=O)C.[C:22](O)(=[O:27])[CH2:23][C:24](O)=[O:25]. No catalyst specified. The product is [Br:1][C:2]1[CH:7]=[CH:6][C:5]([N:8]2[C:24](=[O:25])[CH2:23][C:22](=[O:27])[N:11]([CH:12]3[CH2:13][CH2:14]3)[C:9]2=[O:10])=[CH:4][CH:3]=1. The yield is 0.730.